The task is: Predict the product of the given reaction.. This data is from Forward reaction prediction with 1.9M reactions from USPTO patents (1976-2016). (1) Given the reactants [Cl:1][C:2]1[C:10]2[C:9](=[O:11])[NH:8][N:7]=[CH:6][C:5]=2[N:4](COCC[Si](C)(C)C)[C:3]=1[C:20]1[CH:25]=[CH:24][C:23]([O:26][CH:27]([F:29])[F:28])=[C:22]([O:30][CH:31]2[CH2:34][CH2:33][CH2:32]2)[CH:21]=1.ClC1C2C(=O)NN=CC=2N(COCC[Si](C)(C)C)C=1C1C=CC(OC(F)F)=C(OC2CC2)C=1.C(OC(C)C)(C)C, predict the reaction product. The product is: [Cl:1][C:2]1[C:10]2[C:9](=[O:11])[NH:8][N:7]=[CH:6][C:5]=2[NH:4][C:3]=1[C:20]1[CH:25]=[CH:24][C:23]([O:26][CH:27]([F:29])[F:28])=[C:22]([O:30][CH:31]2[CH2:32][CH2:33][CH2:34]2)[CH:21]=1. (2) Given the reactants C(OC([N:8]1[C:12](=[O:13])/[C:11](=[CH:14]\N(C)C)/[CH:10]2[CH2:18][C:19]3[C:24]([CH:9]12)=[CH:23][CH:22]=[CH:21][CH:20]=3)=O)(C)(C)C.Cl.[O:26]1CCOCC1, predict the reaction product. The product is: [OH:26]/[CH:14]=[C:11]1/[CH:10]2[CH2:18][C:19]3[C:24](=[CH:23][CH:22]=[CH:21][CH:20]=3)[CH:9]2[NH:8][C:12]/1=[O:13].